This data is from Ames mutagenicity test results for genotoxicity prediction. The task is: Regression/Classification. Given a drug SMILES string, predict its toxicity properties. Task type varies by dataset: regression for continuous values (e.g., LD50, hERG inhibition percentage) or binary classification for toxic/non-toxic outcomes (e.g., AMES mutagenicity, cardiotoxicity, hepatotoxicity). Dataset: ames. (1) The drug is C=C(C)C. The result is 0 (non-mutagenic). (2) The drug is CC(=O)[C@@H](N=Nc1ccc(-c2ccc(N=N[C@H](C(C)=O)C(=O)Nc3ccccc3)c(Cl)c2)cc1Cl)C(=O)Nc1ccccc1. The result is 0 (non-mutagenic). (3) The compound is CC(=O)Nc1ccc(C(=O)O)cc1. The result is 0 (non-mutagenic). (4) The molecule is CC/C=C\C#N. The result is 0 (non-mutagenic). (5) The compound is CC12OOC1(CO)Oc1ccccc12. The result is 0 (non-mutagenic). (6) The compound is Oc1cc(O)c2cc(O)c(-c3cc(O)c(O)c(O)c3)[o+]c2c1. The result is 0 (non-mutagenic). (7) The molecule is N=c1ccn2c(n1)OC1C(O)C(CO)OC12. The result is 0 (non-mutagenic).